This data is from Full USPTO retrosynthesis dataset with 1.9M reactions from patents (1976-2016). The task is: Predict the reactants needed to synthesize the given product. (1) Given the product [CH3:24][C:15]1[C:14]([NH:13][C:11]([C:10]2[CH:9]=[N:8][N:6]3[CH:7]=[C:2]([C:29]4[CH:28]=[N:27][N:26]([CH3:25])[CH:30]=4)[CH:3]=[CH:4][C:5]=23)=[O:12])=[CH:23][C:18]([C:19]([OH:21])=[O:20])=[CH:17][N:16]=1, predict the reactants needed to synthesize it. The reactants are: Br[C:2]1[CH:3]=[CH:4][C:5]2[N:6]([N:8]=[CH:9][C:10]=2[C:11]([NH:13][C:14]2[C:15]([CH3:24])=[N:16][CH:17]=[C:18]([CH:23]=2)[C:19]([O:21]C)=[O:20])=[O:12])[CH:7]=1.[CH3:25][N:26]1[CH:30]=[C:29](B2OC(C)(C)C(C)(C)O2)[CH:28]=[N:27]1.C(=O)([O-])[O-].[Cs+].[Cs+].C(Cl)Cl. (2) Given the product [C:1]1([CH2:7][C:8](=[O:10])[CH3:9])[CH:6]=[CH:5][CH:4]=[CH:3][CH:2]=1, predict the reactants needed to synthesize it. The reactants are: [C:1]1([CH2:7][CH:8]([OH:10])[CH3:9])[CH:6]=[CH:5][CH:4]=[CH:3][CH:2]=1.CC(OI1(OC(C)=O)(OC(C)=O)OC(=O)C2C=CC=CC1=2)=O.C([O-])(O)=O.[Na+]. (3) Given the product [NH2:1][C:2]([NH:4][C:5]1[C:6]([C:17]([NH2:19])=[O:18])=[N:7][N:8]([C:10]2[CH:15]=[CH:14][C:13]([B:25]3[O:29][C:28]([CH3:31])([CH3:30])[C:27]([CH3:33])([CH3:32])[O:26]3)=[CH:12][CH:11]=2)[CH:9]=1)=[O:3], predict the reactants needed to synthesize it. The reactants are: [NH2:1][C:2]([NH:4][C:5]1[C:6]([C:17]([NH2:19])=[O:18])=[N:7][N:8]([C:10]2[CH:15]=[CH:14][C:13](I)=[CH:12][CH:11]=2)[CH:9]=1)=[O:3].C([O-])(=O)C.[K+].[B:25]1([B:25]2[O:29][C:28]([CH3:31])([CH3:30])[C:27]([CH3:33])([CH3:32])[O:26]2)[O:29][C:28]([CH3:31])([CH3:30])[C:27]([CH3:33])([CH3:32])[O:26]1.N#N. (4) Given the product [C:1]1([S:7]([N:10]2[CH2:14][CH:13]([C:15]([N:36]3[CH2:37][CH2:38][N:33]([C:27]4[C:26]([Cl:25])=[CH:31][C:30]([Cl:32])=[CH:29][N:28]=4)[CH2:34][CH2:35]3)=[O:16])[N:12]([CH:18]3[CH2:19][CH2:20][CH2:21][CH2:22][CH2:23]3)[C:11]2=[O:24])(=[O:9])=[O:8])[CH:2]=[CH:3][CH:4]=[CH:5][CH:6]=1, predict the reactants needed to synthesize it. The reactants are: [C:1]1([S:7]([N:10]2[CH2:14][CH:13]([C:15](O)=[O:16])[N:12]([CH:18]3[CH2:23][CH2:22][CH2:21][CH2:20][CH2:19]3)[C:11]2=[O:24])(=[O:9])=[O:8])[CH:6]=[CH:5][CH:4]=[CH:3][CH:2]=1.[Cl:25][C:26]1[C:27]([N:33]2[CH2:38][CH2:37][NH:36][CH2:35][CH2:34]2)=[N:28][CH:29]=[C:30]([Cl:32])[CH:31]=1. (5) Given the product [CH3:17][N:18]([CH3:19])[CH2:20][CH2:21][NH:22][C:2]1[N:7]=[C:6]([C:8]2[CH:16]=[CH:15][C:11]([C:12]([OH:14])=[O:13])=[CH:10][CH:9]=2)[CH:5]=[CH:4][N:3]=1, predict the reactants needed to synthesize it. The reactants are: Cl[C:2]1[N:7]=[C:6]([C:8]2[CH:16]=[CH:15][C:11]([C:12]([OH:14])=[O:13])=[CH:10][CH:9]=2)[CH:5]=[CH:4][N:3]=1.[CH3:17][N:18]([CH2:20][CH2:21][NH2:22])[CH3:19]. (6) Given the product [CH:28]1([CH2:27][N:15]([C:16]2[CH:21]=[CH:20][CH:19]=[C:18]([C:22](=[O:26])[NH:23][CH2:24][CH3:25])[CH:17]=2)[C:13](=[O:14])[NH:12][C:10]2[S:11][C:7]([S:6][CH2:5][C:4]([OH:33])=[O:3])=[CH:8][N:9]=2)[CH2:32][CH2:31][CH2:30][CH2:29]1, predict the reactants needed to synthesize it. The reactants are: C([O:3][C:4](=[O:33])[CH2:5][S:6][C:7]1[S:11][C:10]([NH:12][C:13]([N:15]([CH2:27][CH:28]2[CH2:32][CH2:31][CH2:30][CH2:29]2)[C:16]2[CH:21]=[CH:20][CH:19]=[C:18]([C:22](=[O:26])[NH:23][CH2:24][CH3:25])[CH:17]=2)=[O:14])=[N:9][CH:8]=1)C.C1(CN(C2C=CC(S(C)(=O)=O)=CC=2)C(=O)NC2SC=C(CC(O)=O)N=2)CCCC1.C1(CNC2C=C(C=CC=2)C(NCC)=O)CCCC1.C(OC(=O)CSC1SC(N)=NC=1)C.